Task: Predict the product of the given reaction.. Dataset: Forward reaction prediction with 1.9M reactions from USPTO patents (1976-2016) Given the reactants [CH3:1][N:2](C)C=O.Br[C:7]1[CH:12]=[C:11]([C:13]([F:16])([F:15])[F:14])[C:10]([F:17])=[CH:9][N:8]=1, predict the reaction product. The product is: [F:17][C:10]1[C:11]([C:13]([F:16])([F:15])[F:14])=[CH:12][C:7]([C:1]#[N:2])=[N:8][CH:9]=1.